Dataset: Experimentally validated miRNA-target interactions with 360,000+ pairs, plus equal number of negative samples. Task: Binary Classification. Given a miRNA mature sequence and a target amino acid sequence, predict their likelihood of interaction. (1) Result: 0 (no interaction). The miRNA is mmu-miR-871-3p with sequence UGACUGGCACCAUUCUGGAUAAU. The protein sequence of the target gene is MAPALWRACNGLMAAFFALAALVQVNDPDAEVWVVVYTIPAVLTLLVGLNPEVTGNVIWKSISAIHILFCTVWAVGLASYLLHRTQQNILHEEEGRELSGLVIITAWIILCHSSSKNPVGGRIQLAIAIVITLFPFISWVYIYINKEMRSSWPTHCKTVI. (2) The miRNA is hsa-miR-130a-3p with sequence CAGUGCAAUGUUAAAAGGGCAU. The protein sequence of the target gene is MMAEQVKCASAGVSSGAGSGPVVNAELEVKKLQELVRKLEKQNEQLRSRAASAAAAPHLLLLPPPPPAAPPPAGLQPLGPRSPPAATATAAASGGLGPAFPGTFCLPSPAPSLLCSLAQPPEAPFVYFKPAAGFFGAGGGGPEPGGAGTPPGAAAAPPSPPPTLLDEVELLDLESVAAWRDEDDYTWLYIGSSKTFTSSEKSLTPLQWCRHVLDNPTPEMEAARRSLCFRLEQGYTSRGSPLSPQSSIDSELSTSELEDDSISMGYKLQDLTDVQIMARLQEESLRQDYASTSASVSRHS.... Result: 1 (interaction). (3) The miRNA is hsa-miR-4467 with sequence UGGCGGCGGUAGUUAUGGGCUU. The protein sequence of the target gene is MGSILSRRIAGVEDIDIQANSAYRYPPKSGNYFASHFFMGGEKFDTPHPEGYLFGENMDLNFLGSRPVQFPYVTPAPHEPVKTLRSLVNIRKDSLRLVRYKEDADSPTEDGEKPRVLYSLEFTFDADARVAITIYCQAVEELVNGVAVYSCKNPSLQSETVHYKRGVSQQFSLPSFKIDFSEWKDDELNFDLDRGVFPVVIQAVVDEGDVVEVTGHAHVLLAAFEKHVDGSFSVKPLKQKQIVDRVSYLLQEIYGIENKNNQETKPSDDENSDNSSECVVCLSDLRDTLILPCRHLCLCT.... Result: 0 (no interaction). (4) The miRNA is hsa-miR-4525 with sequence GGGGGGAUGUGCAUGCUGGUU. The protein sequence of the target gene is MASCAEPSEPSAPLPAGVPPLEDFEVLDGVEDAEGEEEEEEEEEEEDDLSELPPLEDMGQPPAEEAEQPGALAREFLAAMEPEPAPAPAPEEWLDILGNGLLRKKTLVPGPPGSSRPVKGQVVTVHLQTSLENGTRVQEEPELVFTLGDCDVIQALDLSVPLMDVGETAMVTADSKYCYGPQGRSPYIPPHAALCLEVTLKTAVDGPDLEMLTGQERVALANRKRECGNAHYQRADFVLAANSYDLAIKAITSSAKVDMTFEEEAQLLQLKVKCLNNLAASQLKLDHYRAALRSCSLVLE.... Result: 1 (interaction). (5) The miRNA is hsa-miR-770-5p with sequence UCCAGUACCACGUGUCAGGGCCA. The protein sequence of the target gene is MRVGAEYQARIPEFDPGATKYTDKDNGGMLVWSPYHSIPDAKLDEYIAIAKEKHGYNVEQALGMLFWHKHNIEKSLADLPNFTPFPDEWTVEDKVLFEQAFSFHGKSFHRIQQMLPDKTIASLVKYYYSWKKTRSRTSLMDRQARKLANRHNQGDSDDDVEETHPMDGNDSDYDPKKEAKKEGNTEQPVQTSKIGLGRREYQSLQHRHHSQRSKCRPPKGMYLTQEDVVAVSCSPNAANTILRQLDMELISLKRQVQNAKQVNSALKQKMEGGIEEFKPPESNQKINARWTTEEQLLAVQ.... Result: 1 (interaction). (6) Result: 0 (no interaction). The protein sequence of the target gene is MSAFRLWPGLLIMLGSLCHRGSPCGLSTHVEIGHRALEFLQLHNGRVNYRELLLEHQDAYQAGIVFPDCFYPSICKGGKFHDVSESTHWTPFLNASVHYIRENYPLPWEKDTEKLVAFLFGITSHMAADVSWHSLGLEQGFLRTMGAIDFHGSYSEAHSAGDFGGDVLSQFEFNFNYLARRWYVPVKDLLGIYEKLYGRKVITENVIVDCSHIQFLEMYGEMLAVSKLYPTYSTKSPFLVEQFQEYFLGGLDDMAFWSTNIYHLTSFMLENGTSDCNLPENPLFIACGGQQNHTQGSKMQ.... The miRNA is mmu-miR-582-5p with sequence AUACAGUUGUUCAACCAGUUAC. (7) The miRNA is cel-miR-392-3p with sequence UAUCAUCGAUCACGUGUGAUGA. The protein sequence of the target gene is MGPLQFRDVAIEFSLEEWHCLDAAQRNLYRDVMLENYRNLIFLGIVVSKPNLITCLEQGKKPLTMKRHEMIAKPPVMYSHFAQDLWSEQSIKDSFQKVILRRYEKCRHDNLQLKKGCESVDECPVHKRGYNGLKQCLATTQRKIFQCDEYVKFLHKFSNSNKHKIRDTGKKSFKCIEYGKTFNQSSTRTTYKKIDAGEKRYKCEECGKAYKQSSHLTTHKKIHTGEKPYKCEECGKAYKQSCNLTTHKIIHTGEKPYRCRECGKAFNHPATLFSHKKIHTGEKPYKCDKCGKAFISSSTL.... Result: 0 (no interaction). (8) The miRNA is mmu-miR-204-5p with sequence UUCCCUUUGUCAUCCUAUGCCU. The protein sequence of the target gene is MACRCLSFLLMGTFLSVSQTVLAQLDALLVFPGQVAQLSCTLSPQHVTIRDYGVSWYQQRAGSAPRYLLYYRSEEDHHRPADIPDRFSAAKDEAHNACVLTISPVQPEDDADYYCSVGYGFSP. Result: 0 (no interaction). (9) The miRNA is hsa-miR-34c-5p with sequence AGGCAGUGUAGUUAGCUGAUUGC. The protein sequence of the target gene is MFKHLRRWFVTHIFGRSRQRARLVSKDGRCNIEFGNVDAQSRFIFFVDIWTTVLDLKWRYKMTVFITAFLGSWFLFGLLWYVVAYVHKDLPEFYPPDNRTPCVENINGMTSAFLFSLETQVTIGYGFRFVTEQCATAIFLLIFQSILGVIINSFMCGAILAKISRPKKRAKTITFSKNAVISKRGGKLCLLIRVANLRKSLLIGSHIYGKLLKTTITPEGETIILDQTNINFVVDAGNENLFFISPLTIYHIIDHNSPFFHMAAETLSQQDFELVVFLDGTVESTSATCQVRTSYIPEEV.... Result: 0 (no interaction).